From a dataset of Full USPTO retrosynthesis dataset with 1.9M reactions from patents (1976-2016). Predict the reactants needed to synthesize the given product. (1) Given the product [Cl:25][C:19]1[CH:20]=[C:21]([F:24])[CH:22]=[CH:23][C:18]=1[C@H:6]1[C:5]([C:3]([O:2][CH3:1])=[O:4])=[C:10]([CH2:11][N:27]2[CH2:28][CH2:29][N:30]3[C:31](=[O:36])[O:32][CH2:33][CH2:34][CH:35]3[CH2:26]2)[NH:9][C:8]([C:13]2[S:14][CH:15]=[CH:16][N:17]=2)=[N:7]1, predict the reactants needed to synthesize it. The reactants are: [CH3:1][O:2][C:3]([C:5]1[C@H:6]([C:18]2[CH:23]=[CH:22][C:21]([F:24])=[CH:20][C:19]=2[Cl:25])[N:7]=[C:8]([C:13]2[S:14][CH:15]=[CH:16][N:17]=2)[NH:9][C:10]=1[CH2:11]Br)=[O:4].[CH2:26]1[CH:35]2[N:30]([C:31](=[O:36])[O:32][CH2:33][CH2:34]2)[CH2:29][CH2:28][NH:27]1.CCN(C(C)C)C(C)C. (2) Given the product [F:23][C:9]1[CH:10]=[C:11]([O:14][CH2:15][C:16]2[CH:21]=[CH:20][CH:19]=[C:18]([F:22])[CH:17]=2)[CH:12]=[CH:13][C:8]=1[NH:7][C:5](=[O:6])[CH2:4][C:3]([NH2:26])=[O:2], predict the reactants needed to synthesize it. The reactants are: C[O:2][C:3](=O)[CH2:4][C:5]([NH:7][C:8]1[CH:13]=[CH:12][C:11]([O:14][CH2:15][C:16]2[CH:21]=[CH:20][CH:19]=[C:18]([F:22])[CH:17]=2)=[CH:10][C:9]=1[F:23])=[O:6].[OH-].[NH4+:26]. (3) Given the product [O:30]=[S:1]1[CH2:4][CH:3]([NH:5][C:6]([C:8]2[CH:12]=[C:11]([CH2:13][O:14][CH2:15][C:16]3[CH:21]=[CH:20][CH:19]=[CH:18][CH:17]=3)[O:10][N:9]=2)=[O:7])[CH2:2]1, predict the reactants needed to synthesize it. The reactants are: [S:1]1[CH2:4][CH:3]([NH:5][C:6]([C:8]2[CH:12]=[C:11]([CH2:13][O:14][CH2:15][C:16]3[CH:21]=[CH:20][CH:19]=[CH:18][CH:17]=3)[O:10][N:9]=2)=[O:7])[CH2:2]1.ClC1C=CC=C(C(OO)=[O:30])C=1.S([O-])([O-])=O.[Na+].[Na+]. (4) Given the product [NH2:11][CH:12]([CH2:23][CH2:24][P:25]([O:37][CH3:38])([O:27][C:28]1[CH:33]=[CH:32][C:31]([N+:34]([O-:36])=[O:35])=[CH:30][CH:29]=1)=[O:26])[C:13]([OH:15])=[O:14], predict the reactants needed to synthesize it. The reactants are: C(OC([NH:11][CH:12]([CH2:23][CH2:24][P:25]([O:37][CH3:38])([O:27][C:28]1[CH:33]=[CH:32][C:31]([N+:34]([O-:36])=[O:35])=[CH:30][CH:29]=1)=[O:26])[C:13]([O:15]CC1C=CC=CC=1)=[O:14])=O)C1C=CC=CC=1.C1(OC)C=CC=CC=1.[Cl-].[Cl-].[Cl-].[Al+3].O. (5) The reactants are: [CH3:1][O:2][C:3]1[CH:4]=[C:5]2[C:9](=[CH:10][C:11]=1[O:12][CH3:13])[NH:8][C:7]([CH2:14][NH:15][C:16]([C:29]1[CH:34]=[CH:33][CH:32]=[CH:31][CH:30]=1)([C:23]1[CH:28]=[CH:27][CH:26]=[CH:25][CH:24]=1)[C:17]1[CH:22]=[CH:21][CH:20]=[CH:19][CH:18]=1)=[C:6]2[C:35]1[CH:40]=[CH:39][C:38]([O:41][CH3:42])=[CH:37][CH:36]=1.[H-].[Na+].Br[CH2:46][C:47]([O:49][CH3:50])=[O:48].[NH4+].[Cl-]. Given the product [CH3:50][O:49][C:47](=[O:48])[CH2:46][N:8]1[C:9]2[C:5](=[CH:4][C:3]([O:2][CH3:1])=[C:11]([O:12][CH3:13])[CH:10]=2)[C:6]([C:35]2[CH:40]=[CH:39][C:38]([O:41][CH3:42])=[CH:37][CH:36]=2)=[C:7]1[CH2:14][NH:15][C:16]([C:17]1[CH:18]=[CH:19][CH:20]=[CH:21][CH:22]=1)([C:23]1[CH:28]=[CH:27][CH:26]=[CH:25][CH:24]=1)[C:29]1[CH:30]=[CH:31][CH:32]=[CH:33][CH:34]=1, predict the reactants needed to synthesize it. (6) The reactants are: [C:1]1([CH3:33])[CH:6]=[CH:5][CH:4]=[CH:3][C:2]=1[NH:7][C:8]1[O:9][C:10]2[CH:16]=[C:15]([CH2:17][C:18]([NH:20][C:21]3[CH:26]=[CH:25][C:24]([C@H:27]([CH3:32])[CH2:28][C:29]([OH:31])=[O:30])=[CH:23][CH:22]=3)=[O:19])[CH:14]=[CH:13][C:11]=2[N:12]=1.F[P-](F)(F)(F)(F)F.[N:41]1([O:50]C(N(C)C)=[N+](C)C)C2N=CC=CC=2N=N1.C(N(C(C)C)CC)(C)C. Given the product [OH2:9].[OH2:50].[C:1]1([CH3:33])[CH:6]=[CH:5][CH:4]=[CH:3][C:2]=1[NH:7][C:8]1[NH:41][C:10]2[CH:16]=[C:15]([CH2:17][C:18]([NH:20][C:21]3[CH:22]=[CH:23][C:24]([C@H:27]([CH3:32])[CH2:28][C:29]([OH:31])=[O:30])=[CH:25][CH:26]=3)=[O:19])[CH:14]=[CH:13][C:11]=2[N:12]=1, predict the reactants needed to synthesize it. (7) Given the product [CH2:42]([O:41][C:37]([O:38][CH2:39][O:19][C:18](=[O:20])[C@H:17]([OH:21])[CH2:16][C@H:15]([NH:22][C:23]([C:25]1[NH:29][C:28](=[O:30])[N:27]([C:31]2[CH:36]=[CH:35][CH:34]=[CH:33][CH:32]=2)[N:26]=1)=[O:24])[CH2:14][C:11]1[CH:10]=[CH:9][C:8]([C:4]2[CH:5]=[CH:6][CH:7]=[C:2]([Cl:1])[CH:3]=2)=[CH:13][CH:12]=1)=[O:44])[CH3:43], predict the reactants needed to synthesize it. The reactants are: [Cl:1][C:2]1[CH:3]=[C:4]([C:8]2[CH:13]=[CH:12][C:11]([CH2:14][C@@H:15]([NH:22][C:23]([C:25]3[NH:29][C:28](=[O:30])[N:27]([C:31]4[CH:36]=[CH:35][CH:34]=[CH:33][CH:32]=4)[N:26]=3)=[O:24])[CH2:16][C@@H:17]([OH:21])[C:18]([OH:20])=[O:19])=[CH:10][CH:9]=2)[CH:5]=[CH:6][CH:7]=1.[C:37](=[O:44])([O:41][CH2:42][CH3:43])[O:38][CH2:39]Cl.N1C(C)=CC=CC=1C.[Na+].[I-].